From a dataset of Reaction yield outcomes from USPTO patents with 853,638 reactions. Predict the reaction yield, written as a fraction of the theoretical maximum amount of product (1.0 means a 100% yield; for example, 0.34 means a 34% yield). (1) The reactants are [N+:1]([C:4]1[CH:5]=[C:6]2[C:10](=[CH:11][CH:12]=1)[NH:9][C:8](=[O:13])[C:7]2=O)([O-:3])=[O:2].[CH:15]1[C:20]([NH:21][NH2:22])=[CH:19][CH:18]=[C:17]([S:23]([NH2:26])(=[O:25])=[O:24])[CH:16]=1.Cl. No catalyst specified. The product is [N+:1]([C:4]1[CH:5]=[C:6]2[C:10](=[CH:11][CH:12]=1)[NH:9][C:8](=[O:13])[C:7]2=[N:22][NH:21][C:20]1[CH:19]=[CH:18][C:17]([S:23]([NH2:26])(=[O:24])=[O:25])=[CH:16][CH:15]=1)([O-:3])=[O:2]. The yield is 0.940. (2) The reactants are Br[C:2]1[CH:3]=[C:4]([C@H:8]([OH:10])[CH3:9])[CH:5]=[CH:6][CH:7]=1.[CH2:11]([Sn](CCCC)(CCCC)C=C)[CH2:12]CC. The catalyst is C1(C)C=CC=CC=1.Cl[Pd](Cl)([P](C1C=CC=CC=1)(C1C=CC=CC=1)C1C=CC=CC=1)[P](C1C=CC=CC=1)(C1C=CC=CC=1)C1C=CC=CC=1. The product is [CH:11]([C:2]1[CH:3]=[C:4]([C@H:8]([OH:10])[CH3:9])[CH:5]=[CH:6][CH:7]=1)=[CH2:12]. The yield is 0.890. (3) The reactants are [Br:1][C:2]1[N:3]=[C:4]([NH:15][CH2:16][CH2:17][CH:18]2[CH2:23][CH2:22][O:21][CH2:20][CH2:19]2)[C:5]([NH:8][CH2:9][C:10](OCC)=[O:11])=[N:6][CH:7]=1.Cl. The catalyst is C(O)C. The yield is 1.00. The product is [Br:1][C:2]1[N:3]=[C:4]2[N:15]([CH2:16][CH2:17][CH:18]3[CH2:23][CH2:22][O:21][CH2:20][CH2:19]3)[C:10](=[O:11])[CH2:9][NH:8][C:5]2=[N:6][CH:7]=1. (4) The product is [NH:18]1[C:19]2[C:24](=[CH:23][CH:22]=[CH:21][CH:20]=2)[CH:16]=[C:17]1[NH2:3]. No catalyst specified. The yield is 0.200. The reactants are C([NH:3]CC)C.C(OC([C:16]1[C:24]2[C:19](=[CH:20][CH:21]=[C:22](CCOS(C)(=O)=O)[CH:23]=2)[NH:18][C:17]=1C(F)(F)F)=O)C1C=CC=CC=1. (5) The catalyst is CO.C(OCC)(=O)C. The reactants are [Br:1][C:2]1[CH:15]=[C:14]2[C:5]([C:6]3[CH:7]=[CH:8][C:9]([C:16]4[CH:17]=[CH:18][C:19]5[N:23]=[C:22]([C@@H:24]6[CH2:28][CH2:27][CH2:26][N:25]6C(OC(C)(C)C)=O)[NH:21][C:20]=5[CH:36]=4)=[CH:10][C:11]=3[CH2:12][CH2:13]2)=[CH:4][CH:3]=1.Cl.[CH3:38][O:39][C:40]([NH:42][C@@H:43]([CH:47]([CH3:49])[CH3:48])[C:44](O)=[O:45])=[O:41].CN(C(ON1N=NC2C=CC=NC1=2)=[N+](C)C)C.F[P-](F)(F)(F)(F)F.C(N(C(C)C)CC)(C)C. The yield is 0.580. The product is [Br:1][C:2]1[CH:15]=[C:14]2[C:5]([C:6]3[CH:7]=[CH:8][C:9]([C:16]4[CH:17]=[CH:18][C:19]5[N:23]=[C:22]([C@@H:24]6[CH2:28][CH2:27][CH2:26][N:25]6[C:44](=[O:45])[C@@H:43]([NH:42][C:40](=[O:41])[O:39][CH3:38])[CH:47]([CH3:49])[CH3:48])[NH:21][C:20]=5[CH:36]=4)=[CH:10][C:11]=3[CH2:12][CH2:13]2)=[CH:4][CH:3]=1. (6) The reactants are C(O[BH-](OC(=O)C)OC(=O)C)(=O)C.[Na+].[CH3:15][N:16]([CH2:27][CH:28]=O)[C:17](=[O:26])[O:18][CH2:19][C:20]1[CH:25]=[CH:24][CH:23]=[CH:22][CH:21]=1.[N:30]([CH2:33][CH2:34][O:35][CH2:36][CH2:37][O:38][CH2:39][CH2:40][O:41][CH2:42][CH2:43][NH:44][CH3:45])=[N+:31]=[N-:32].C(O)(=O)C. The catalyst is C1COCC1.C(OCC)(=O)C. The product is [N:30]([CH2:33][CH2:34][O:35][CH2:36][CH2:37][O:38][CH2:39][CH2:40][O:41][CH2:42][CH2:43][N:44]([CH3:45])[CH2:28][CH2:27][N:16]([CH3:15])[C:17](=[O:26])[O:18][CH2:19][C:20]1[CH:21]=[CH:22][CH:23]=[CH:24][CH:25]=1)=[N+:31]=[N-:32]. The yield is 0.580. (7) The reactants are [F:1][C:2]1[CH:12]=[CH:11][C:5]([CH:6]=[CH:7][C:8](O)=[O:9])=[CH:4][C:3]=1[C:13]([F:16])([F:15])[F:14].C(Cl)(=O)C([Cl:20])=O. The catalyst is CN(C=O)C. The product is [F:1][C:2]1[CH:12]=[CH:11][C:5]([CH:6]=[CH:7][C:8]([Cl:20])=[O:9])=[CH:4][C:3]=1[C:13]([F:16])([F:15])[F:14]. The yield is 0.890.